Dataset: Catalyst prediction with 721,799 reactions and 888 catalyst types from USPTO. Task: Predict which catalyst facilitates the given reaction. Product: [CH3:1][C:2]1[N:3]([C:8]2[N:13]=[C:12]([CH2:14][C:15]([N:17]3[C:25]4[C:20](=[CH:21][C:22]([NH:26][C:40]([C:35]5[CH2:36][CH2:37][CH2:38][CH2:39][C:34]=5[C:31]5[CH:30]=[CH:29][C:28]([F:27])=[CH:33][CH:32]=5)=[O:41])=[CH:23][CH:24]=4)[CH2:19][CH2:18]3)=[O:16])[CH:11]=[CH:10][CH:9]=2)[C:4]([CH3:7])=[CH:5][CH:6]=1. Reactant: [CH3:1][C:2]1[N:3]([C:8]2[N:13]=[C:12]([CH2:14][C:15]([N:17]3[C:25]4[C:20](=[CH:21][C:22]([NH2:26])=[CH:23][CH:24]=4)[CH2:19][CH2:18]3)=[O:16])[CH:11]=[CH:10][CH:9]=2)[C:4]([CH3:7])=[CH:5][CH:6]=1.[F:27][C:28]1[CH:33]=[CH:32][C:31]([C:34]2[CH2:39][CH2:38][CH2:37][CH2:36][C:35]=2[C:40](O)=[O:41])=[CH:30][CH:29]=1.O.ON1C2C=CC=CC=2N=N1.CN(C)CCCN=C=NCC. The catalyst class is: 35.